This data is from Reaction yield outcomes from USPTO patents with 853,638 reactions. The task is: Predict the reaction yield, written as a fraction of the theoretical maximum amount of product (1.0 means a 100% yield; for example, 0.34 means a 34% yield). (1) The reactants are O.[CH3:2][O:3][C:4]1[C:18]([CH:19]=O)=[CH:17][C:7]2[N:8]=[C:9]([C:11]3[CH:16]=[CH:15][CH:14]=[CH:13][CH:12]=3)[S:10][C:6]=2[CH:5]=1.[C:21]1([C@H:27]2[C@@H:32]([NH2:33])[CH2:31][CH2:30][CH2:29][NH:28]2)[CH:26]=[CH:25][CH:24]=[CH:23][CH:22]=1.C(O[BH-](OC(=O)C)OC(=O)C)(=O)C.[Na+]. The catalyst is C(Cl)Cl. The product is [CH3:2][O:3][C:4]1[C:18]([CH2:19][NH:33][C@H:32]2[CH2:31][CH2:30][CH2:29][NH:28][C@H:27]2[C:21]2[CH:26]=[CH:25][CH:24]=[CH:23][CH:22]=2)=[CH:17][C:7]2[N:8]=[C:9]([C:11]3[CH:16]=[CH:15][CH:14]=[CH:13][CH:12]=3)[S:10][C:6]=2[CH:5]=1. The yield is 0.800. (2) The reactants are F[C:2]1[N:10]=[C:9]2[C:5]([N:6]=[CH:7][N:8]2[CH:11]([CH3:13])[CH3:12])=[C:4]([NH:14][C:15]2[CH:20]=[CH:19][CH:18]=[CH:17][N:16]=2)[N:3]=1.CS(C)=O.[NH2:25][C@H:26]([CH2:29][CH3:30])[CH2:27][OH:28]. The catalyst is C(Cl)(Cl)Cl.CO. The product is [CH:11]([N:8]1[CH:7]=[N:6][C:5]2[C:9]1=[N:10][C:2]([NH:25][C@H:26]([CH2:29][CH3:30])[CH2:27][OH:28])=[N:3][C:4]=2[NH:14][C:15]1[CH:20]=[CH:19][CH:18]=[CH:17][N:16]=1)([CH3:13])[CH3:12]. The yield is 0.950. (3) The reactants are Cl[C:2]1[CH:3]=[C:4]([CH:7]=[C:8]([Cl:10])[N:9]=1)[C:5]#[N:6].CN1C(=O)CCC1.[F:18][C:19]1[CH:20]=[C:21]([CH2:25][NH2:26])[CH:22]=[CH:23][CH:24]=1. The catalyst is CCOC(C)=O. The product is [Cl:10][C:8]1[CH:7]=[C:4]([CH:3]=[C:2]([NH:26][CH2:25][C:21]2[CH:22]=[CH:23][CH:24]=[C:19]([F:18])[CH:20]=2)[N:9]=1)[C:5]#[N:6]. The yield is 0.950.